From a dataset of Catalyst prediction with 721,799 reactions and 888 catalyst types from USPTO. Predict which catalyst facilitates the given reaction. Reactant: [NH2:1][CH2:2][CH2:3][NH:4][C:5]1[N:13]=[C:12]([Cl:14])[N:11]=[C:10]2[C:6]=1[N:7]=[CH:8][N:9]2[CH:15]1[CH2:19][CH2:18][CH2:17][CH2:16]1.C(Cl)Cl.[CH2:23](N(CC)CC)C.Cl[S:31]([C:34]1[CH:43]=[CH:42][CH:41]=[CH:40][C:35]=1[C:36]([O:38][CH3:39])=[O:37])(=[O:33])=[O:32]. Product: [Cl:14][C:12]1[N:11]=[C:10]2[C:6]([N:7]=[CH:8][N:9]2[CH:15]2[CH2:19][CH2:18][CH2:17][CH2:16]2)=[C:5]([NH:4][CH2:3][CH2:2][NH:1][S:31]([C:34]2[CH:43]=[CH:42][CH:41]=[CH:40][C:35]=2[C:36]([O:38][CH2:39][CH3:23])=[O:37])(=[O:33])=[O:32])[N:13]=1. The catalyst class is: 6.